Dataset: Forward reaction prediction with 1.9M reactions from USPTO patents (1976-2016). Task: Predict the product of the given reaction. Given the reactants [CH:1]1([O:7][CH2:8][CH2:9][CH2:10]O)[CH2:6][CH2:5][CH2:4][CH2:3][CH2:2]1.C(N(CC)CC)C.[C:19]1([CH3:29])[CH:24]=[CH:23][C:22]([S:25](Cl)(=[O:27])=[O:26])=[CH:21][CH:20]=1.[OH2:30], predict the reaction product. The product is: [CH:1]1([O:7][CH2:8][CH2:9][CH2:10][C:23]2[CH:24]=[C:19]([CH3:29])[CH:20]=[CH:21][C:22]=2[S:25]([OH:30])(=[O:27])=[O:26])[CH2:6][CH2:5][CH2:4][CH2:3][CH2:2]1.